This data is from Full USPTO retrosynthesis dataset with 1.9M reactions from patents (1976-2016). The task is: Predict the reactants needed to synthesize the given product. (1) Given the product [C:52]([O:51][C:49](=[O:50])[NH:56][C:57]1[CH:65]=[CH:64][C:63]([C:66]([F:69])([F:68])[F:67])=[CH:62][C:58]=1[C:59](=[O:61])[NH:7][C@H:8]1[CH2:12][CH2:11][N:10]([C@@H:13]([CH2:19][NH:20][C:21]([O:23][CH2:24][C:25]2[CH:30]=[CH:29][CH:28]=[CH:27][CH:26]=2)=[O:22])[C@@H:14]([OH:18])[C:15]#[C:16][CH3:17])[C:9]1=[O:31])([CH3:53])([CH3:55])[CH3:54], predict the reactants needed to synthesize it. The reactants are: C(OC(=O)[NH:7][C@H:8]1[CH2:12][CH2:11][N:10]([C@@H:13]([CH2:19][NH:20][C:21]([O:23][CH2:24][C:25]2[CH:30]=[CH:29][CH:28]=[CH:27][CH:26]=2)=[O:22])[C@@H:14]([OH:18])[C:15]#[C:16][CH3:17])[C:9]1=[O:31])(C)(C)C.C(O)(C(F)(F)F)=O.C(N(CC)C(C)C)(C)C.[C:49]([NH:56][C:57]1[CH:65]=[CH:64][C:63]([C:66]([F:69])([F:68])[F:67])=[CH:62][C:58]=1[C:59]([OH:61])=O)([O:51][C:52]([CH3:55])([CH3:54])[CH3:53])=[O:50].CN(C(ON1N=NC2C=CC=NC1=2)=[N+](C)C)C.F[P-](F)(F)(F)(F)F. (2) Given the product [ClH:30].[O:1]1[C:5]2[CH:6]=[CH:7][C:8]([C:10]#[C:11][C:12]([N:14]3[CH2:15][CH2:16][C:17]4([CH2:18][NH:19][CH2:20]4)[CH2:28][CH2:29]3)=[O:13])=[CH:9][C:4]=2[O:3][CH2:2]1, predict the reactants needed to synthesize it. The reactants are: [O:1]1[C:5]2[CH:6]=[CH:7][C:8]([C:10]#[C:11][C:12]([N:14]3[CH2:29][CH2:28][C:17]4([CH2:20][N:19](C(OC(C)(C)C)=O)[CH2:18]4)[CH2:16][CH2:15]3)=[O:13])=[CH:9][C:4]=2[O:3][CH2:2]1.[ClH:30]. (3) Given the product [O:1]1[CH2:6][CH2:5][CH2:4][CH2:3][CH:2]1[C:7]1[C:8]([O:13][C:14]2[CH:19]=[CH:18][C:17]([NH:20][C:21]3[CH:26]=[CH:25][CH:24]=[CH:23][N:22]=3)=[CH:16][CH:15]=2)=[N:9][CH:10]=[CH:11][CH:12]=1, predict the reactants needed to synthesize it. The reactants are: [O:1]1[CH:6]=[CH:5][CH2:4][CH2:3][CH:2]1[C:7]1[C:8]([O:13][C:14]2[CH:19]=[CH:18][C:17]([NH:20][C:21]3[CH:26]=[CH:25][CH:24]=[CH:23][N:22]=3)=[CH:16][CH:15]=2)=[N:9][CH:10]=[CH:11][CH:12]=1. (4) Given the product [C:14]([O:17][C:18](=[O:19])[NH:5][C:4]1[CH:6]=[C:7]([C:9]([F:10])([F:11])[F:12])[CH:8]=[C:2]([Br:1])[CH:3]=1)([CH3:16])([CH3:15])[CH3:13], predict the reactants needed to synthesize it. The reactants are: [Br:1][C:2]1[CH:3]=[C:4]([CH:6]=[C:7]([C:9]([F:12])([F:11])[F:10])[CH:8]=1)[NH2:5].[CH3:13][C:14]([O:17][C:18](O[C:18]([O:17][C:14]([CH3:16])([CH3:15])[CH3:13])=[O:19])=[O:19])([CH3:16])[CH3:15]. (5) Given the product [CH2:17]([C@@H:25]1[NH:26][CH2:27][CH2:28][N:29]([C:2]2[C:8]3[CH:9]=[CH:10][CH:11]=[CH:12][C:7]=3[S:6][C:5]3[CH:13]=[CH:14][CH:15]=[CH:16][C:4]=3[N:3]=2)[CH2:30]1)[CH2:18][C:19]1[CH:20]=[CH:21][CH:22]=[CH:23][CH:24]=1, predict the reactants needed to synthesize it. The reactants are: Cl[C:2]1[C:8]2[CH:9]=[CH:10][CH:11]=[CH:12][C:7]=2[S:6][C:5]2[CH:13]=[CH:14][CH:15]=[CH:16][C:4]=2[N:3]=1.[CH2:17]([C@H:25]1[CH2:30][NH:29][CH2:28][CH2:27][NH:26]1)[CH2:18][C:19]1[CH:24]=[CH:23][CH:22]=[CH:21][CH:20]=1. (6) The reactants are: [CH2:1]([N:8]([CH2:15]CCl)[CH2:9][C:10]1[N:11]=[CH:12][NH:13][CH:14]=1)[C:2]1[CH:7]=[CH:6][CH:5]=[CH:4][CH:3]=1.[CH2:18](N(CC)CC)C. Given the product [CH2:1]([N:8]1[CH2:9][CH2:10][N:11]2[CH:18]=[CH:14][N:13]=[C:12]2[CH2:15]1)[C:2]1[CH:3]=[CH:4][CH:5]=[CH:6][CH:7]=1, predict the reactants needed to synthesize it. (7) Given the product [CH3:29][C@:30]12[C@@H:39]3[CH2:40][CH2:41][C@@:42]4([O:47][C@@H:48]5[O:53][C@H:52]([CH2:54][OH:55])[C@@H:51]([OH:56])[C@H:50]([OH:57])[C@H:49]5[O:58][C@@H:59]5[O:64][C@H:63]([CH2:65][OH:66])[C@@H:62]([OH:67])[C@H:61]([O:68][C@@H:69]6[O:74][C@H:73]([CH2:75][OH:76])[C@@H:72]([OH:77])[C@H:71]([OH:78])[C@H:70]6[OH:79])[C@H:60]5[OH:80])[C:44]([CH2:46][C@@:38]3([CH2:43]4)[CH2:37][CH2:36][C@@H:35]1[C@@:34]([C:82]([O:84][C@@H:85]1[O:90][C@H:89]([CH2:91][OH:92])[C@@H:88]([OH:93])[C@H:87]([OH:94])[C@H:86]1[OH:95])=[O:83])([CH3:81])[CH2:33][CH2:32][CH2:31]2)=[CH2:45].[CH2:65]([OH:66])[C@H:63]1[O:64][C@H:59]([O:58][C@:49]2([CH2:48][OH:47])[O:53][C@H:52]([CH2:54][OH:55])[C@@H:51]([OH:56])[C@@H:50]2[OH:57])[C@H:60]([OH:80])[C@@H:61]([OH:68])[C@@H:62]1[OH:67], predict the reactants needed to synthesize it. The reactants are: C[C@@H]([C@@H]1[C@@]2(C)CCC/C(=C\C=C3\C[C@@H](O)CCC\3=C)/[C@@H]2CC1)CCCC(C)C.[CH3:29][C@:30]12[C@@H:39]3[CH2:40][CH2:41][C@@:42]4([O:47][C@@H:48]5[O:53][C@H:52]([CH2:54][OH:55])[C@@H:51]([OH:56])[C@H:50]([OH:57])[C@H:49]5[O:58][C@@H:59]5[O:64][C@H:63]([CH2:65][OH:66])[C@@H:62]([OH:67])[C@H:61]([O:68][C@@H:69]6[O:74][C@H:73]([CH2:75][OH:76])[C@@H:72]([OH:77])[C@H:71]([OH:78])[C@H:70]6[OH:79])[C@H:60]5[OH:80])[C:44]([CH2:46][C@@:38]3([CH2:43]4)[CH2:37][CH2:36][C@@H:35]1[C@@:34]([C:82]([O:84][C@@H:85]1[O:90][C@H:89]([CH2:91][OH:92])[C@@H:88]([OH:93])[C@H:87]([OH:94])[C@H:86]1[OH:95])=[O:83])([CH3:81])[CH2:33][CH2:32][CH2:31]2)=[CH2:45].C(O)[C@@H]([C@@H](CO)O)O. (8) Given the product [ClH:24].[N:1]12[CH2:9][CH2:8][CH:5]([CH2:6][CH2:7]1)[N:4]([C:10]1[CH:15]=[CH:14][C:13]([NH:16][C:22](=[O:23])[C:21]3[CH:25]=[CH:26][CH:27]=[C:19]([C:17]#[N:18])[CH:20]=3)=[CH:12][CH:11]=1)[CH2:3][CH2:2]2, predict the reactants needed to synthesize it. The reactants are: [N:1]12[CH2:9][CH2:8][CH:5]([CH2:6][CH2:7]1)[N:4]([C:10]1[CH:15]=[CH:14][C:13]([NH2:16])=[CH:12][CH:11]=1)[CH2:3][CH2:2]2.[C:17]([C:19]1[CH:20]=[C:21]([CH:25]=[CH:26][CH:27]=1)[C:22]([Cl:24])=[O:23])#[N:18]. (9) The reactants are: [C:1]1([C:7]2[CH:12]=[C:11]([C:13]3[CH:18]=[CH:17][CH:16]=[CH:15][CH:14]=3)[N:10]=[C:9]([O:19][CH2:20][CH2:21][CH2:22][CH2:23][CH2:24][O:25][C:26]3[CH:31]=[CH:30][C:29]([CH:32]=[CH:33][C:34]([O:36]CC)=[O:35])=[CH:28][C:27]=3[O:39][CH2:40][CH3:41])[CH:8]=2)[CH:6]=[CH:5][CH:4]=[CH:3][CH:2]=1.[OH-].[K+]. Given the product [C:1]1([C:7]2[CH:12]=[C:11]([C:13]3[CH:14]=[CH:15][CH:16]=[CH:17][CH:18]=3)[N:10]=[C:9]([O:19][CH2:20][CH2:21][CH2:22][CH2:23][CH2:24][O:25][C:26]3[CH:31]=[CH:30][C:29]([CH:32]=[CH:33][C:34]([OH:36])=[O:35])=[CH:28][C:27]=3[O:39][CH2:40][CH3:41])[CH:8]=2)[CH:6]=[CH:5][CH:4]=[CH:3][CH:2]=1, predict the reactants needed to synthesize it. (10) The reactants are: F[C:2]1[C:7]([S:8]([CH3:11])(=[O:10])=[O:9])=[CH:6][CH:5]=[CH:4][C:3]=1[CH3:12].[NH2:13][C:14]1[CH:18]=[CH:17][N:16]([CH3:19])[N:15]=1.Cl[C:21]1[C:30]2[C:25](=[CH:26][CH:27]=[C:28]([OH:31])[CH:29]=2)[N:24]=[CH:23][N:22]=1. Given the product [CH3:12][C:3]1[CH:4]=[CH:5][CH:6]=[C:7]([S:8]([CH3:11])(=[O:10])=[O:9])[C:2]=1[O:31][C:28]1[CH:29]=[C:30]2[C:25](=[CH:26][CH:27]=1)[N:24]=[CH:23][N:22]=[C:21]2[NH:13][C:14]1[CH:18]=[CH:17][N:16]([CH3:19])[N:15]=1, predict the reactants needed to synthesize it.